Task: Predict which catalyst facilitates the given reaction.. Dataset: Catalyst prediction with 721,799 reactions and 888 catalyst types from USPTO (1) Reactant: [Br:1][C:2]1[C:11]2[C:6](=[C:7]([Br:13])[C:8]([OH:12])=[CH:9][CH:10]=2)[CH:5]=[CH:4][C:3]=1[OH:14].N1C=CC=CC=1.[F:21][C:22]([F:35])([F:34])[S:23](O[S:23]([C:22]([F:35])([F:34])[F:21])(=[O:25])=[O:24])(=[O:25])=[O:24].Cl. The catalyst class is: 46. Product: [F:21][C:22]([F:35])([F:34])[S:23]([O:12][C:8]1[CH:9]=[CH:10][C:11]2[C:6](=[CH:5][CH:4]=[C:3]([O:14][S:23]([C:22]([F:21])([F:34])[F:35])(=[O:24])=[O:25])[C:2]=2[Br:1])[C:7]=1[Br:13])(=[O:25])=[O:24]. (2) Reactant: [CH2:1]([O:3][C:4]([CH2:6][N:7]1[C:11](/[CH:12]=[C:13]2\[CH2:14][N:15]([C:20]([C:33]3[CH:38]=[CH:37][CH:36]=[CH:35][CH:34]=3)([C:27]3[CH:32]=[CH:31][CH:30]=[CH:29][CH:28]=3)[C:21]3[CH:26]=[CH:25][CH:24]=[CH:23][CH:22]=3)[CH2:16][CH2:17][CH:18]\2O)=[CH:10][N:9]=[CH:8]1)=[O:5])[CH3:2].C(OC(OCC(C)(C)C)N(C)C)C(C)(C)C.[C:55]([OH:58])(=[S:57])[CH3:56]. Product: [C:55]([S:57][CH:18]1[CH2:17][CH2:16][N:15]([C:20]([C:27]2[CH:28]=[CH:29][CH:30]=[CH:31][CH:32]=2)([C:33]2[CH:38]=[CH:37][CH:36]=[CH:35][CH:34]=2)[C:21]2[CH:22]=[CH:23][CH:24]=[CH:25][CH:26]=2)[CH2:14]/[C:13]/1=[CH:12]\[C:11]1[N:7]([CH2:6][C:4]([O:3][CH2:1][CH3:2])=[O:5])[CH:8]=[N:9][CH:10]=1)(=[O:58])[CH3:56]. The catalyst class is: 133. (3) Reactant: [CH2:1]([C:3]([C:25]1[CH:30]=[CH:29][C:28]([OH:31])=[C:27]([CH3:32])[CH:26]=1)([C:6]1[CH:11]=[CH:10][C:9](/[CH:12]=[CH:13]/[C:14]([CH2:22][CH3:23])([OH:21])[CH2:15][CH2:16][CH2:17][CH2:18][CH2:19][CH3:20])=[C:8]([CH3:24])[CH:7]=1)[CH2:4][CH3:5])[CH3:2].C([O-])([O-])=O.[K+].[K+].C1(C)C=CC(S([CH2:48][C@H:49]2[O:53][C:52](=[O:54])[CH2:51][CH2:50]2)(=O)=O)=CC=1. Product: [CH2:1]([C:3]([C:25]1[CH:30]=[CH:29][C:28]([O:31][CH2:48][C@H:49]2[O:53][C:52](=[O:54])[CH2:51][CH2:50]2)=[C:27]([CH3:32])[CH:26]=1)([C:6]1[CH:11]=[CH:10][C:9](/[CH:12]=[CH:13]/[C:14]([CH2:22][CH3:23])([OH:21])[CH2:15][CH2:16][CH2:17][CH2:18][CH2:19][CH3:20])=[C:8]([CH3:24])[CH:7]=1)[CH2:4][CH3:5])[CH3:2]. The catalyst class is: 13. (4) Reactant: F[C:2]1[C:7]2[N:8]=[CH:9][N:10]([C@H:11]3[C@H:18]4[C@H:14]([O:15][C:16]([CH3:20])([CH3:19])[O:17]4)[CH:13]=[C:12]3[F:21])[C:6]=2[C:5]([F:22])=[CH:4][N:3]=1.F[C:24]1[C:29]2[N:30]([C@H:33]3[C@H:40]4[C@H:36]([O:37][C:38]([CH3:42])([CH3:41])[O:39]4)[CH:35]=[C:34]3[F:43])[CH:31]=[N:32][C:28]=2[C:27]([F:44])=[CH:26][N:25]=1. Product: [F:22][C:5]1[C:6]2[N:10]([C@H:11]3[C@H:18]4[C@H:14]([O:15][C:16]([CH3:19])([CH3:20])[O:17]4)[CH:13]=[C:12]3[F:21])[CH:9]=[N:8][C:7]=2[C:2]([NH2:25])=[N:3][CH:4]=1.[F:44][C:27]1[C:28]2[N:32]=[CH:31][N:30]([C@@H:33]3[C@H:40]4[C@H:36]([O:37][C:38]([CH3:42])([CH3:41])[O:39]4)[CH:35]=[C:34]3[F:43])[C:29]=2[C:24]([NH2:3])=[N:25][CH:26]=1. The catalyst class is: 328. (5) Reactant: C([N:8]([C:15]([C:31]1[CH:36]=[CH:35][C:34]([O:37][CH2:38][CH2:39][CH2:40][C:41]([F:44])([F:43])[F:42])=[CH:33][CH:32]=1)([C:20]([F:30])([F:29])[C:21](=[O:28])N1CCCCC1)[C:16]([F:19])([F:18])[F:17])[S:9]([C:11]([CH3:14])([CH3:13])[CH3:12])=[O:10])C1C=CC=CC=1.[C:45]1([CH3:53])[CH:50]=[CH:49][C:48]([Mg]Br)=[CH:47][CH:46]=1. Product: [CH3:14][C:11]([S:9]([NH:8][C:15]([C:31]1[CH:32]=[CH:33][C:34]([O:37][CH2:38][CH2:39][CH2:40][C:41]([F:44])([F:42])[F:43])=[CH:35][CH:36]=1)([C:20]([F:30])([F:29])[C:21](=[O:28])[C:48]1[CH:49]=[CH:50][C:45]([CH3:53])=[CH:46][CH:47]=1)[C:16]([F:17])([F:18])[F:19])=[O:10])([CH3:12])[CH3:13]. The catalyst class is: 1. (6) Reactant: [C:1]([N:4]1[C@@H:10]([CH3:11])[C@H:9]([NH:12]C(=O)OC(C)(C)C)[C:8](=[O:20])[N:7]([CH2:21][C:22]2[C:31]3[C:26](=[CH:27][CH:28]=[CH:29][CH:30]=3)[CH:25]=[CH:24][C:23]=2[CH3:32])[C:6]2[CH:33]=[CH:34][C:35]([C:37]#[N:38])=[CH:36][C:5]1=2)(=[O:3])[CH3:2].[ClH:39]. Product: [ClH:39].[C:1]([N:4]1[C@@H:10]([CH3:11])[C@H:9]([NH2:12])[C:8](=[O:20])[N:7]([CH2:21][C:22]2[C:31]3[C:26](=[CH:27][CH:28]=[CH:29][CH:30]=3)[CH:25]=[CH:24][C:23]=2[CH3:32])[C:6]2[CH:33]=[CH:34][C:35]([C:37]#[N:38])=[CH:36][C:5]1=2)(=[O:3])[CH3:2]. The catalyst class is: 440. (7) Reactant: [Br:1][CH2:2][C:3]([CH3:9])([CH3:8])[C:4]([OH:7])([Br:6])[Br:5].[O:10]=[P:11](Cl)([Cl:13])[Cl:12].[Mg+2].[Cl-].[Cl-]. The catalyst class is: 11. Product: [P:11]([Cl:13])([Cl:12])([O:7][C:4]([Br:6])([Br:5])[C:3]([CH3:9])([CH3:8])[CH2:2][Br:1])=[O:10]. (8) Reactant: C(NC(C)C)(C)C.[Li]CCCC.CN(P(N(C)C)(N(C)C)=O)C.[S:24]1[CH:28]=[CH:27][C:26]([C:29]([OH:31])=[O:30])=[CH:25]1.CON(C)[C:35]([C:37]1[CH:42]=[CH:41][N:40]=[CH:39][CH:38]=1)=[O:36]. Product: [C:35]([C:25]1[S:24][CH:28]=[CH:27][C:26]=1[C:29]([OH:31])=[O:30])(=[O:36])[C:37]1[CH:42]=[CH:41][N:40]=[CH:39][CH:38]=1. The catalyst class is: 1.